Dataset: Peptide-MHC class II binding affinity with 134,281 pairs from IEDB. Task: Regression. Given a peptide amino acid sequence and an MHC pseudo amino acid sequence, predict their binding affinity value. This is MHC class II binding data. (1) The peptide sequence is LVLDFCDDALIEGIT. The MHC is DRB1_1001 with pseudo-sequence DRB1_1001. The binding affinity (normalized) is 0.839. (2) The peptide sequence is FDHEFTFGWDELLSK. The MHC is DRB1_0802 with pseudo-sequence DRB1_0802. The binding affinity (normalized) is 0.246. (3) The peptide sequence is YDKFLANVSTVMTGK. The MHC is DRB1_0802 with pseudo-sequence DRB1_0802. The binding affinity (normalized) is 0.886. (4) The peptide sequence is QITKIQNFRVYYRDSRDPIW. The MHC is HLA-DQA10102-DQB10502 with pseudo-sequence HLA-DQA10102-DQB10502. The binding affinity (normalized) is 0.600. (5) The peptide sequence is ISEWQPSKGWNDWEN. The MHC is HLA-DQA10201-DQB10303 with pseudo-sequence HLA-DQA10201-DQB10303. The binding affinity (normalized) is 0.260. (6) The binding affinity (normalized) is 0. The MHC is DRB1_0701 with pseudo-sequence DRB1_0701. The peptide sequence is QGVTAEITPQASTTE.